This data is from Catalyst prediction with 721,799 reactions and 888 catalyst types from USPTO. The task is: Predict which catalyst facilitates the given reaction. (1) Reactant: CO[C:3](=[O:12])[C:4]1[CH:9]=[CH:8][CH:7]=[CH:6][C:5]=1[CH2:10]Br.[CH3:13][O:14][C:15]1[CH:20]=[CH:19][C:18]([CH2:21][CH2:22][CH2:23][NH2:24])=[CH:17][CH:16]=1.C([O-])([O-])=O.[K+].[K+].C(OCC)(=O)C. Product: [CH3:13][O:14][C:15]1[CH:20]=[CH:19][C:18]([CH2:21][CH2:22][CH2:23][N:24]2[CH2:10][C:5]3[C:4](=[CH:9][CH:8]=[CH:7][CH:6]=3)[C:3]2=[O:12])=[CH:17][CH:16]=1. The catalyst class is: 345. (2) Reactant: [Cl:1][C:2]1[CH:7]=[C:6]([F:8])[C:5]([N+:9]([O-])=O)=[CH:4][C:3]=1[F:12]. Product: [Cl:1][C:2]1[C:3]([F:12])=[CH:4][C:5]([NH2:9])=[C:6]([F:8])[CH:7]=1. The catalyst class is: 180. (3) Reactant: [H-].[H-].[H-].[H-].[Li+].[Al+3].[Cl:7][C:8]1[CH:9]=[C:10]([CH2:15][CH2:16][C:17](O)=[O:18])[CH:11]=[C:12]([Cl:14])[CH:13]=1.[OH-].[Na+].[NH4+].[Cl-]. Product: [Cl:7][C:8]1[CH:9]=[C:10]([CH2:15][CH2:16][CH2:17][OH:18])[CH:11]=[C:12]([Cl:14])[CH:13]=1. The catalyst class is: 28. (4) Reactant: [CH3:1][O:2][C:3]([C:5]1[N:6]([CH2:23][C:24]2[CH:29]=[CH:28][C:27]([NH2:30])=[CH:26][CH:25]=2)[C:7](=[O:22])[C:8]2[C:13]([C:14]=1[C:15]1[CH:20]=[CH:19][CH:18]=[CH:17][CH:16]=1)=[CH:12][C:11]([Br:21])=[CH:10][CH:9]=2)=[O:4].C(N(CC)CC)C.[CH3:38][S:39](Cl)(=[O:41])=[O:40]. Product: [CH3:1][O:2][C:3]([C:5]1[N:6]([CH2:23][C:24]2[CH:25]=[CH:26][C:27]([NH:30][S:39]([CH3:38])(=[O:41])=[O:40])=[CH:28][CH:29]=2)[C:7](=[O:22])[C:8]2[C:13]([C:14]=1[C:15]1[CH:16]=[CH:17][CH:18]=[CH:19][CH:20]=1)=[CH:12][C:11]([Br:21])=[CH:10][CH:9]=2)=[O:4]. The catalyst class is: 7. (5) Product: [N:1]1([C:7]2[CH:14]=[CH:13][C:10]([CH2:11][N:23]3[CH2:22][CH2:21][N:20]([C:26]([O:28][C:29]([CH3:32])([CH3:31])[CH3:30])=[O:27])[CH2:25][CH2:24]3)=[C:9]([O:15][C:16]([F:19])([F:18])[F:17])[CH:8]=2)[CH2:6][CH2:5][O:4][CH2:3][CH2:2]1. The catalyst class is: 6. Reactant: [N:1]1([C:7]2[CH:14]=[CH:13][C:10]([CH:11]=O)=[C:9]([O:15][C:16]([F:19])([F:18])[F:17])[CH:8]=2)[CH2:6][CH2:5][O:4][CH2:3][CH2:2]1.[N:20]1([C:26]([O:28][C:29]([CH3:32])([CH3:31])[CH3:30])=[O:27])[CH2:25][CH2:24][NH:23][CH2:22][CH2:21]1.ClCCCl.[Na]. (6) Reactant: [CH3:1][S:2](Cl)(=[O:4])=[O:3].[F:6][C:7]([F:26])([F:25])[C:8]1[N:12]2[N:13]=[C:14]([N:17]3[CH2:22][CH2:21][CH:20]([CH2:23][OH:24])[CH2:19][CH2:18]3)[CH:15]=[CH:16][C:11]2=[N:10][N:9]=1.C(N(CC)CC)C. Product: [CH3:1][S:2]([O:24][CH2:23][CH:20]1[CH2:21][CH2:22][N:17]([C:14]2[CH:15]=[CH:16][C:11]3[N:12]([C:8]([C:7]([F:6])([F:25])[F:26])=[N:9][N:10]=3)[N:13]=2)[CH2:18][CH2:19]1)(=[O:4])=[O:3]. The catalyst class is: 2. (7) Reactant: [Br:1][C:2]1[N:3]=[CH:4][NH:5][CH:6]=1.[H-].[Na+].[N+:9]([C:12]1[CH:13]=[C:14](F)[CH:15]=[CH:16][CH:17]=1)([O-:11])=[O:10]. Product: [Br:1][C:2]1[N:3]=[CH:4][N:5]([C:16]2[CH:15]=[CH:14][CH:13]=[C:12]([N+:9]([O-:11])=[O:10])[CH:17]=2)[CH:6]=1. The catalyst class is: 3. (8) The catalyst class is: 4. Product: [NH:8]1[CH2:12][CH2:11][C@@H:10]([C:13]([NH:15][NH:16][C:17]([C@H:19]2[CH2:25][CH2:24][C@@H:23]3[CH2:26][N:20]2[C:21](=[O:32])[N:22]3[O:27][S:28](=[O:30])(=[O:29])[OH:31])=[O:18])=[O:14])[CH2:9]1. Reactant: C(OC([N:8]1[CH2:12][CH2:11][C@@H:10]([C:13]([NH:15][NH:16][C:17]([C@H:19]2[CH2:25][CH2:24][C@@H:23]3[CH2:26][N:20]2[C:21](=[O:32])[N:22]3[O:27][S:28]([OH:31])(=[O:30])=[O:29])=[O:18])=[O:14])[CH2:9]1)=O)(C)(C)C.FC(F)(F)C(O)=O.